From a dataset of Full USPTO retrosynthesis dataset with 1.9M reactions from patents (1976-2016). Predict the reactants needed to synthesize the given product. (1) Given the product [CH3:33][CH:30]1[CH2:31][CH2:32][C:27]([C:24]2[CH:25]=[CH:26][C:21]([C:19]#[C:20][C:2]3[CH:7]=[CH:6][C:5](/[CH:8]=[C:9](\[CH3:18])/[CH2:10][N:11]4[CH2:16][CH2:15][CH:14]([CH3:17])[CH2:13][CH2:12]4)=[CH:4][CH:3]=3)=[N:22][CH:23]=2)=[CH:28][CH2:29]1, predict the reactants needed to synthesize it. The reactants are: I[C:2]1[CH:7]=[CH:6][C:5](/[CH:8]=[C:9](\[CH3:18])/[CH2:10][N:11]2[CH2:16][CH2:15][CH:14]([CH3:17])[CH2:13][CH2:12]2)=[CH:4][CH:3]=1.[C:19]([C:21]1[CH:26]=[CH:25][C:24]([C:27]2[CH2:32][CH2:31][CH:30]([CH3:33])[CH2:29][CH:28]=2)=[CH:23][N:22]=1)#[CH:20]. (2) Given the product [O:1]1[CH2:6][CH2:5][N:4]([C:7]2[CH:8]=[C:9]3[NH:15][CH2:14][C:13]4([CH2:27][CH2:26][O:25][CH2:24][CH2:23]4)[C:10]3=[N:11][CH:12]=2)[CH2:3][CH2:2]1, predict the reactants needed to synthesize it. The reactants are: [O:1]1[CH2:6][CH2:5][N:4]([C:7]2[CH:8]=[C:9]3[N:15](C(OC(C)(C)C)=O)[CH2:14][C:13]4([CH2:27][CH2:26][O:25][CH2:24][CH2:23]4)[C:10]3=[N:11][CH:12]=2)[CH2:3][CH2:2]1.C(O)(C(F)(F)F)=O. (3) The reactants are: [C:1]1([C:7]2[O:11][C:10]([C:12]([OH:14])=O)=[CH:9][CH:8]=2)[CH:6]=[CH:5][CH:4]=[CH:3][CH:2]=1.Cl.Cl.[N:17]12[CH2:25][CH2:24][CH:21]([CH2:22][CH2:23]1)[NH:20][CH2:19][CH2:18]2.O.ON1C2C=CC=CC=2N=N1.F[B-](F)(F)F.N1(OC(N(C)C)=[N+](C)C)C2C=CC=CC=2N=N1.C(N(C(C)C)CC)(C)C.[OH-].[Na+]. Given the product [N:17]12[CH2:25][CH2:24][CH:21]([CH2:22][CH2:23]1)[N:20]([C:12]([C:10]1[O:11][C:7]([C:1]3[CH:2]=[CH:3][CH:4]=[CH:5][CH:6]=3)=[CH:8][CH:9]=1)=[O:14])[CH2:19][CH2:18]2, predict the reactants needed to synthesize it.